This data is from Forward reaction prediction with 1.9M reactions from USPTO patents (1976-2016). The task is: Predict the product of the given reaction. (1) Given the reactants Cl[C:2]1[CH:12]=[C:11]([CH3:13])[C:5]([C:6]([O:8][CH2:9][CH3:10])=[O:7])=[C:4]([CH3:14])[N:3]=1.[NH:15]1[CH2:20][CH2:19][CH:18]([C:21]([O:23][CH3:24])=[O:22])[CH2:17][CH2:16]1.CCN(C(C)C)C(C)C, predict the reaction product. The product is: [CH3:24][O:23][C:21]([CH:18]1[CH2:19][CH2:20][N:15]([C:2]2[CH:12]=[C:11]([CH3:13])[C:5]([C:6]([O:8][CH2:9][CH3:10])=[O:7])=[C:4]([CH3:14])[N:3]=2)[CH2:16][CH2:17]1)=[O:22]. (2) Given the reactants [F:1][C:2]1[CH:3]=[C:4]([OH:14])[CH:5]=[CH:6][C:7]=1[CH2:8][N:9]1[CH2:13][CH2:12][CH2:11][CH2:10]1.CS(O[CH:20]1[CH2:23][N:22]([C:24]([O:26][C:27]([CH3:30])([CH3:29])[CH3:28])=[O:25])[CH2:21]1)(=O)=O, predict the reaction product. The product is: [F:1][C:2]1[CH:3]=[C:4]([CH:5]=[CH:6][C:7]=1[CH2:8][N:9]1[CH2:10][CH2:11][CH2:12][CH2:13]1)[O:14][CH:20]1[CH2:21][N:22]([C:24]([O:26][C:27]([CH3:30])([CH3:29])[CH3:28])=[O:25])[CH2:23]1. (3) Given the reactants C(N(CC)CC)C.[CH3:8][C:9]1[CH:14]=[CH:13][C:12]([S:15](Cl)(=[O:17])=[O:16])=[CH:11][CH:10]=1.[CH2:19]([O:26][N:27]1[C:36]2[C:31](=[CH:32][C:33]([Br:37])=[CH:34][N:35]=2)[C:30]([OH:38])=[C:29]([C:39]([NH:41][CH2:42][C:43]2[CH:48]=[CH:47][C:46]([F:49])=[CH:45][C:44]=2[F:50])=[O:40])[C:28]1=[O:51])[C:20]1[CH:25]=[CH:24][CH:23]=[CH:22][CH:21]=1, predict the reaction product. The product is: [CH3:8][C:9]1[CH:14]=[CH:13][C:12]([S:15]([O:38][C:30]2[C:31]3[C:36](=[N:35][CH:34]=[C:33]([Br:37])[CH:32]=3)[N:27]([O:26][CH2:19][C:20]3[CH:25]=[CH:24][CH:23]=[CH:22][CH:21]=3)[C:28](=[O:51])[C:29]=2[C:39](=[O:40])[NH:41][CH2:42][C:43]2[CH:48]=[CH:47][C:46]([F:49])=[CH:45][C:44]=2[F:50])(=[O:17])=[O:16])=[CH:11][CH:10]=1. (4) Given the reactants C([O:3][C:4](=[O:25])[C@@H:5]([O:22][CH2:23][CH3:24])[CH2:6][C:7]1[CH:12]=[CH:11][C:10]([O:13][CH2:14][C:15]2[S:16][C:17](Br)=[CH:18][C:19]=2[CH3:20])=[CH:9][CH:8]=1)C.[CH3:26][N:27]1[N:31]=[N:30][C:29]([C:32]2[CH:37]=[CH:36][C:35](B3OC(C)(C)C(C)(C)O3)=[CH:34][CH:33]=2)=[N:28]1, predict the reaction product. The product is: [CH2:23]([O:22][C@@H:5]([CH2:6][C:7]1[CH:8]=[CH:9][C:10]([O:13][CH2:14][C:15]2[S:16][C:17]([C:35]3[CH:34]=[CH:33][C:32]([C:29]4[N:30]=[N:31][N:27]([CH3:26])[N:28]=4)=[CH:37][CH:36]=3)=[CH:18][C:19]=2[CH3:20])=[CH:11][CH:12]=1)[C:4]([OH:3])=[O:25])[CH3:24].